The task is: Regression/Classification. Given a drug SMILES string, predict its toxicity properties. Task type varies by dataset: regression for continuous values (e.g., LD50, hERG inhibition percentage) or binary classification for toxic/non-toxic outcomes (e.g., AMES mutagenicity, cardiotoxicity, hepatotoxicity). Dataset: herg_karim.. This data is from hERG potassium channel inhibition data for cardiac toxicity prediction from Karim et al.. (1) The compound is COC1COCCC1N[C@@H]1C[C@H]2CN(C(C)=O)C[C@@]2(C(=O)N2CCc3ncc(C(F)(F)F)cc3C2)C1. The result is 0 (non-blocker). (2) The result is 1 (blocker). The drug is COc1cc(-c2cn(CC(=O)NC3C4CC5CC(C4)CC3C5)nn2)ccc1-n1cnc(C)c1.